Dataset: Forward reaction prediction with 1.9M reactions from USPTO patents (1976-2016). Task: Predict the product of the given reaction. (1) Given the reactants C([N:8]1[C:12]2[CH:13]=[C:14]([O:17][CH2:18][C:19]3[CH:28]=[CH:27][C:26]4[C:21](=[CH:22][CH:23]=[CH:24][CH:25]=4)[N:20]=3)[CH:15]=[CH:16][C:11]=2[N:10]=[C:9]1[CH2:29][C:30]([CH3:37])([CH3:36])[C:31]([O:33]CC)=[O:32])C1C=CC=CC=1.Br[CH2:39][C:40]1[CH:45]=[CH:44][CH:43]=[CH:42][CH:41]=1, predict the reaction product. The product is: [CH2:39]([N:10]1[C:11]2[CH:16]=[CH:15][C:14]([O:17][CH2:18][C:19]3[CH:28]=[CH:27][C:26]4[C:21](=[CH:22][CH:23]=[CH:24][CH:25]=4)[N:20]=3)=[CH:13][C:12]=2[N:8]=[C:9]1[CH2:29][C:30]([CH3:37])([CH3:36])[C:31]([OH:33])=[O:32])[C:40]1[CH:45]=[CH:44][CH:43]=[CH:42][CH:41]=1. (2) Given the reactants [C:1]([O:5][C:6](=[O:35])[NH:7][CH2:8][CH2:9][CH2:10][NH:11][CH:12]([C:16]1[N:17]([CH2:27][C:28]2[CH:33]=[CH:32][CH:31]=[C:30]([F:34])[CH:29]=2)[C:18](=[O:26])[C:19]2[C:24]([CH3:25])=[N:23][O:22][C:20]=2[N:21]=1)[CH:13]([CH3:15])[CH3:14])([CH3:4])([CH3:3])[CH3:2].[C:36]1([CH3:45])[CH:41]=[CH:40][C:39]([C:42](Cl)=[O:43])=[CH:38][CH:37]=1.C(N(C(C)C)CC)(C)C, predict the reaction product. The product is: [C:1]([O:5][C:6](=[O:35])[NH:7][CH2:8][CH2:9][CH2:10][N:11]([CH:12]([C:16]1[N:17]([CH2:27][C:28]2[CH:33]=[CH:32][CH:31]=[C:30]([F:34])[CH:29]=2)[C:18](=[O:26])[C:19]2[C:24]([CH3:25])=[N:23][O:22][C:20]=2[N:21]=1)[CH:13]([CH3:14])[CH3:15])[C:42](=[O:43])[C:39]1[CH:40]=[CH:41][C:36]([CH3:45])=[CH:37][CH:38]=1)([CH3:3])([CH3:4])[CH3:2]. (3) Given the reactants [CH3:1][CH:2]([CH2:7][CH2:8][CH2:9][CH:10]([CH3:12])[CH3:11])[CH2:3][C:4]([OH:6])=[O:5], predict the reaction product. The product is: [CH3:1][CH:2]([CH2:7][CH2:8][CH2:9][CH:10]([CH3:12])[CH3:11])[CH2:3][C:4]([OH:6])=[O:5].[C:4]([OH:6])(=[O:5])/[CH:3]=[C:2](/[CH2:7][CH2:8][CH:9]=[C:10]([CH3:11])[CH3:12])\[CH3:1]. (4) Given the reactants [Cl:1][C:2]1[CH:7]=[C:6]([N+:8]([O-])=O)[CH:5]=[C:4]([Cl:11])[C:3]=1[C:12]1[CH:17]=[CH:16][CH:15]=[CH:14][CH:13]=1.[Cl-].[NH4+].O, predict the reaction product. The product is: [Cl:1][C:2]1[CH:7]=[C:6]([NH2:8])[CH:5]=[C:4]([Cl:11])[C:3]=1[C:12]1[CH:17]=[CH:16][CH:15]=[CH:14][CH:13]=1. (5) The product is: [O:18]1[C:23]2[CH:24]=[CH:25][C:26]([CH2:28][NH:29][CH:30]3[CH2:35][CH2:34][N:33]([CH2:14][CH2:13][N:10]4[C:11]5[C:6](=[CH:5][CH:4]=[C:3]([O:2][CH3:1])[CH:12]=5)[CH:7]=[CH:8][C:9]4=[O:16])[CH2:32][CH:31]3[C:36]([O:38][CH3:39])=[O:37])=[CH:27][C:22]=2[O:21][CH2:20][CH2:19]1. Given the reactants [CH3:1][O:2][C:3]1[CH:12]=[C:11]2[C:6]([CH:7]=[CH:8][C:9](=[O:16])[N:10]2[CH2:13][CH:14]=O)=[CH:5][CH:4]=1.Cl.[O:18]1[C:23]2[CH:24]=[CH:25][C:26]([CH2:28][NH:29][CH:30]3[CH2:35][CH2:34][NH:33][CH2:32][CH:31]3[C:36]([O:38][CH3:39])=[O:37])=[CH:27][C:22]=2[O:21][CH2:20][CH2:19]1.Cl, predict the reaction product. (6) Given the reactants [Cl:1][C:2]1[C:7]([N+:8]([O-:10])=[O:9])=[CH:6][N:5]=[C:4]([OH:11])[CH:3]=1.C([O-])([O-])=O.[K+].[K+].I[CH:19]([CH3:21])[CH3:20].O, predict the reaction product. The product is: [Cl:1][C:2]1[C:7]([N+:8]([O-:10])=[O:9])=[CH:6][N:5]=[C:4]([O:11][CH:19]([CH3:21])[CH3:20])[CH:3]=1. (7) Given the reactants Cl.Cl[C:3]1[N:16]2[C:7](=[N:8][C:9]3[C:14]([C:15]2=[O:17])=[C:13]([F:18])[CH:12]=[CH:11][CH:10]=3)[C:6]2[CH:19]=[CH:20][N:21](S(C3C=CC(C)=CC=3)(=O)=O)[C:5]=2[N:4]=1.[CH3:32][N:33]([CH3:50])[C@H:34]([CH3:49])[C:35]([N:37]1[C:45]2[C:40](=[CH:41][C:42]([O:47][CH3:48])=[C:43]([NH2:46])[CH:44]=2)[CH2:39][CH2:38]1)=[O:36].[CH3:51][NH2:52].[OH-].[K+], predict the reaction product. The product is: [CH3:32][N:33]([CH3:50])[C@@H:34]([C:35]([N:37]1[C:45]2[C:40](=[CH:41][C:42]([O:47][CH3:48])=[C:43]([NH:46][C:3]3[NH:4][C:5]4=[N:21][CH:20]=[CH:19][C:6]4=[C:7]([NH:8][C:9]4[CH:10]=[CH:11][CH:12]=[C:13]([F:18])[C:14]=4[C:15]([NH:52][CH3:51])=[O:17])[N:16]=3)[CH:44]=2)[CH2:39][CH2:38]1)=[O:36])[CH3:49]. (8) Given the reactants [CH2:1]([C:3]1[CH:8]=[CH:7][C:6]([C:9]2[N:14]=[C:13]([NH:15][CH2:16][CH2:17][CH2:18][OH:19])[C:12]([C:20]([F:23])([F:22])[F:21])=[CH:11][CH:10]=2)=[CH:5][CH:4]=1)[CH3:2].O[C:25]1[CH:26]=[C:27]2[C:31](=[CH:32][CH:33]=1)[C@H:30]([CH2:34][C:35]([O:37][CH2:38][CH3:39])=[O:36])[CH2:29][CH2:28]2.C1C=CC(P(C2C=CC=CC=2)C2C=CC=CC=2)=CC=1.C1CCN(C(N=NC(N2CCCCC2)=O)=O)CC1, predict the reaction product. The product is: [CH2:1]([C:3]1[CH:4]=[CH:5][C:6]([C:9]2[N:14]=[C:13]([NH:15][CH2:16][CH2:17][CH2:18][O:19][C:25]3[CH:26]=[C:27]4[C:31](=[CH:32][CH:33]=3)[C@H:30]([CH2:34][C:35]([O:37][CH2:38][CH3:39])=[O:36])[CH2:29][CH2:28]4)[C:12]([C:20]([F:21])([F:23])[F:22])=[CH:11][CH:10]=2)=[CH:7][CH:8]=1)[CH3:2]. (9) Given the reactants [Br:1][C:2]1[C:6]2[S:7][C:8](Br)=[C:9]([Br:10])[C:5]=2[S:4][C:3]=1Br.[CH2:13]([Li])[CH2:14][CH2:15]C.[CH:18](=[O:25])[C:19]1[CH:24]=[CH:23][CH:22]=[CH:21][CH:20]=1.O.[CH2:27]1[CH2:31][O:30][CH2:29][CH2:28]1, predict the reaction product. The product is: [Br:1][C:2]1[C:6]2[S:7][C:8]([CH:29]([C:28]3[CH:27]=[CH:31][CH:15]=[CH:14][CH:13]=3)[OH:30])=[C:9]([Br:10])[C:5]=2[S:4][C:3]=1[CH:18]([C:19]1[CH:24]=[CH:23][CH:22]=[CH:21][CH:20]=1)[OH:25]. (10) Given the reactants Br[CH2:2][CH2:3][CH2:4][CH2:5][O:6][CH2:7][CH2:8][O:9][CH2:10][CH2:11][O:12][CH2:13][CH2:14][O:15][CH2:16][C:17]1[CH:22]=[CH:21][CH:20]=[CH:19][CH:18]=1.[I-:23].[Na+], predict the reaction product. The product is: [I:23][CH2:2][CH2:3][CH2:4][CH2:5][O:6][CH2:7][CH2:8][O:9][CH2:10][CH2:11][O:12][CH2:13][CH2:14][O:15][CH2:16][C:17]1[CH:22]=[CH:21][CH:20]=[CH:19][CH:18]=1.